From a dataset of Reaction yield outcomes from USPTO patents with 853,638 reactions. Predict the reaction yield, written as a fraction of the theoretical maximum amount of product (1.0 means a 100% yield; for example, 0.34 means a 34% yield). (1) The reactants are [Cl-].[Al+3].[Cl-].[Cl-].[CH3:5][N:6]1[CH2:11][CH2:10][CH:9]([C:12](Cl)=[O:13])[CH2:8][CH2:7]1.[CH:15]1[CH:20]=[CH:19][CH:18]=[CH:17][CH:16]=1. No catalyst specified. The product is [CH3:5][N:6]1[CH2:11][CH2:10][CH:9]([C:12]([C:15]2[CH:20]=[CH:19][CH:18]=[CH:17][CH:16]=2)=[O:13])[CH2:8][CH2:7]1. The yield is 0.840. (2) The reactants are C([N+](CCCC)(CCCC)CCCC)CCC.[P:18]([O:22][CH2:23][C@@H:24]1[C@@H:28]([O:29][P:30]([O:33][CH2:34][C@@H:35]2[C@@H:39]([OH:40])[C@@H:38]([OH:41])[C@H:37]([N:42]3[CH:50]=[N:49][C:48]4[C:43]3=[N:44][CH:45]=[N:46][C:47]=4[NH2:51])[O:36]2)([OH:32])=[O:31])[CH2:27][C@H:26]([N:52]2[CH:57]=[CH:56][C:55]([NH2:58])=[N:54][C:53]2=[O:59])[O:25]1)([OH:21])([OH:20])=[O:19].[Si:60]([O:67][CH2:68][C:69](OCC#N)=[O:70])([C:63]([CH3:66])([CH3:65])[CH3:64])([CH3:62])[CH3:61]. The catalyst is O.O1CCCC1. The product is [Si:60]([O:67][CH2:68][C:69]([O:40][C@H:39]1[C@@H:38]([OH:41])[C@H:37]([N:42]2[CH:50]=[N:49][C:48]3[C:43]2=[N:44][CH:45]=[N:46][C:47]=3[NH2:51])[O:36][C@@H:35]1[CH2:34][O:33][P:30]([O:29][C@H:28]1[CH2:27][C@H:26]([N:52]2[CH:57]=[CH:56][C:55]([NH2:58])=[N:54][C:53]2=[O:59])[O:25][C@@H:24]1[CH2:23][O:22][P:18]([OH:21])([OH:20])=[O:19])([OH:32])=[O:31])=[O:70])([C:63]([CH3:66])([CH3:65])[CH3:64])([CH3:62])[CH3:61]. The yield is 0.570.